From a dataset of Forward reaction prediction with 1.9M reactions from USPTO patents (1976-2016). Predict the product of the given reaction. (1) Given the reactants [NH2:1][CH2:2][CH2:3][O:4][CH2:5][CH2:6][NH:7][S:8]([C:11]1[CH:16]=[CH:15][CH:14]=[C:13]([CH:17]2[C:26]3[C:21](=[C:22]([Cl:28])[CH:23]=[C:24]([Cl:27])[CH:25]=3)[CH2:20][N:19]([CH3:29])[CH2:18]2)[CH:12]=1)(=[O:10])=[O:9].[OH:30][CH:31]([CH:42]([OH:53])[C:43]([O:45]N1C(=O)CCC1=O)=O)[C:32]([O:34]N1C(=O)CCC1=O)=O.[CH2:54]([N:56]([CH2:59][CH3:60])[CH2:57][CH3:58])C, predict the reaction product. The product is: [Cl:27][C:24]1[CH:25]=[C:26]2[C:21](=[C:22]([Cl:28])[CH:23]=1)[CH2:20][N:19]([CH3:29])[CH2:18][CH:17]2[C:13]1[CH:12]=[C:11]([S:8]([NH:7][CH2:6][CH2:5][O:4][CH2:3][CH2:2][NH:1][C:32](=[O:34])[CH:31]([OH:30])[CH:42]([OH:53])[C:43]([NH:1][CH2:2][CH2:3][O:4][CH2:5][CH2:6][NH:7][S:8]([C:11]2[CH:16]=[CH:15][CH:14]=[C:13]([CH:58]3[C:26]4[C:60](=[C:22]([Cl:28])[CH:23]=[C:24]([Cl:27])[CH:25]=4)[CH2:59][N:56]([CH3:54])[CH2:57]3)[CH:12]=2)(=[O:10])=[O:9])=[O:45])(=[O:10])=[O:9])[CH:16]=[CH:15][CH:14]=1. (2) Given the reactants [Cl:1][C:2]1[CH:7]=[CH:6][C:5]([S:8]([NH:11][C@@H:12]2[CH2:18][CH2:17][CH2:16][CH2:15][CH2:14][C@H:13]2[CH2:19][OH:20])(=[O:10])=[O:9])=[CH:4][CH:3]=1.C(=O)([O-])[O-].[Cs+].[Cs+].Br[CH2:28][C:29]1[CH:36]=[CH:35][C:32]([C:33]#[N:34])=[CH:31][CH:30]=1, predict the reaction product. The product is: [Cl:1][C:2]1[CH:7]=[CH:6][C:5]([S:8]([N:11]([CH2:28][C:29]2[CH:36]=[CH:35][C:32]([C:33]#[N:34])=[CH:31][CH:30]=2)[C@@H:12]2[CH2:18][CH2:17][CH2:16][CH2:15][CH2:14][C@H:13]2[CH2:19][OH:20])(=[O:9])=[O:10])=[CH:4][CH:3]=1. (3) Given the reactants [CH2:1]([NH:4][C:5]1[C:10]([C:11]([OH:13])=O)=[CH:9][N:8]=[C:7]([NH:14][CH2:15][CH2:16][C:17]2[CH:22]=[CH:21][N:20]=[CH:19][CH:18]=2)[N:6]=1)[CH2:2][CH3:3].Cl.C(N=C=NCCCN(C)C)C.O.ON1C2C=CC=CC=2N=N1.C(N(CC)C(C)C)(C)C.[C:55]([NH:62][CH2:63][CH2:64][CH2:65][NH2:66])([O:57][C:58]([CH3:61])([CH3:60])[CH3:59])=[O:56].C(=O)([O-])O.[Na+], predict the reaction product. The product is: [CH2:1]([NH:4][C:5]1[C:10]([C:11]([NH:66][CH2:65][CH2:64][CH2:63][NH:62][C:55](=[O:56])[O:57][C:58]([CH3:60])([CH3:59])[CH3:61])=[O:13])=[CH:9][N:8]=[C:7]([NH:14][CH2:15][CH2:16][C:17]2[CH:22]=[CH:21][N:20]=[CH:19][CH:18]=2)[N:6]=1)[CH2:2][CH3:3]. (4) Given the reactants C[O:2][C:3]([C:5]1[C:10]([O:11][CH3:12])=[C:9]([NH2:13])[C:8]([Cl:14])=[C:7]([Br:15])[N:6]=1)=[O:4].[OH-].[Na+].NC1C(Cl)=C(Cl)N=C(C(O)=O)C=1F, predict the reaction product. The product is: [NH2:13][C:9]1[C:8]([Cl:14])=[C:7]([Br:15])[N:6]=[C:5]([C:3]([OH:4])=[O:2])[C:10]=1[O:11][CH3:12]. (5) Given the reactants C([Mg]Br)C.C1COCC1.I[C:11]1[N:12]=[CH:13][N:14]2[CH:18]=[CH:17][S:16][C:15]=12.[C:19](=[O:21])=[O:20].[OH-].[Na+], predict the reaction product. The product is: [S:16]1[CH:17]=[CH:18][N:14]2[CH:13]=[N:12][C:11]([C:19]([OH:21])=[O:20])=[C:15]12. (6) The product is: [C:23]([O:22][C:20]([C:6]1[C:7]([N:34]([CH2:35][CH2:36][OH:37])[CH3:33])=[N:8][C:9]2[C:4]([C:5]=1[C:27]1[CH:28]=[CH:29][CH:30]=[CH:31][CH:32]=1)=[CH:3][C:2]([Cl:1])=[CH:11][CH:10]=2)=[O:21])([CH3:26])([CH3:25])[CH3:24]. Given the reactants [Cl:1][C:2]1[CH:3]=[C:4]2[C:9](=[CH:10][CH:11]=1)[N:8]=[C:7](OS(C(F)(F)F)(=O)=O)[C:6]([C:20]([O:22][C:23]([CH3:26])([CH3:25])[CH3:24])=[O:21])=[C:5]2[C:27]1[CH:32]=[CH:31][CH:30]=[CH:29][CH:28]=1.[CH3:33][NH:34][CH2:35][CH2:36][OH:37], predict the reaction product.